From a dataset of Forward reaction prediction with 1.9M reactions from USPTO patents (1976-2016). Predict the product of the given reaction. The product is: [NH:6]1[CH2:9][CH:8]([O:10][C:11]2[CH:12]=[C:13]([CH3:40])[C:14]([C:18]3[CH:23]=[CH:22][CH:21]=[C:20]([CH2:24][O:25][C:26]4[CH:39]=[CH:38][C:29]5[C@H:30]([CH2:33][C:34]([OH:36])=[O:35])[CH2:31][O:32][C:28]=5[CH:27]=4)[CH:19]=3)=[C:15]([CH3:17])[CH:16]=2)[CH2:7]1. Given the reactants C(CC([N:6]1[CH2:9][CH:8]([O:10][C:11]2[CH:16]=[C:15]([CH3:17])[C:14]([C:18]3[CH:23]=[CH:22][CH:21]=[C:20]([CH2:24][O:25][C:26]4[CH:39]=[CH:38][C:29]5[C@H:30]([CH2:33][C:34]([O:36]C)=[O:35])[CH2:31][O:32][C:28]=5[CH:27]=4)[CH:19]=3)=[C:13]([CH3:40])[CH:12]=2)[CH2:7]1)=O)#N.[OH-].[Li+], predict the reaction product.